This data is from Full USPTO retrosynthesis dataset with 1.9M reactions from patents (1976-2016). The task is: Predict the reactants needed to synthesize the given product. (1) Given the product [Cl:7][C:8]1[CH:13]=[CH:12][C:11]([S:14]([CH2:19][C:20]2[CH:27]=[CH:26][CH:25]=[CH:24][C:21]=2[C:22]#[N:23])(=[O:16])=[O:15])=[CH:10][CH:9]=1, predict the reactants needed to synthesize it. The reactants are: C(COC)OC.[Cl:7][C:8]1[CH:13]=[CH:12][C:11]([S:14]([O-:16])=[O:15])=[CH:10][CH:9]=1.[Na+].Br[CH2:19][C:20]1[CH:27]=[CH:26][CH:25]=[CH:24][C:21]=1[C:22]#[N:23]. (2) Given the product [C:1]([O:5][C:6]([N:8]1[CH2:13][CH2:12][CH2:11][C@H:10]([CH2:14][NH:15][C:16]([C@H:18]2[CH2:22][CH2:21][CH2:20][N:19]2[C:23]([C@@H:25]2[CH2:29][C@@H:28]([O:30][C:31]([CH3:34])([CH3:33])[CH3:32])[CH2:27][N:26]2[C:35](=[O:62])[CH2:36][C:37]([C:54]2[CH:55]=[CH:56][C:57]([CH2:60][CH3:61])=[CH:58][CH:59]=2)([C:38]2[CH:43]=[CH:42][C:41]([CH2:44][CH3:45])=[CH:40][CH:39]=2)[C:46]2[CH:51]=[CH:50][C:49]([CH2:52][CH3:53])=[CH:48][CH:47]=2)=[O:24])=[O:17])[CH2:9]1)=[O:7])([CH3:2])([CH3:3])[CH3:4], predict the reactants needed to synthesize it. The reactants are: [C:1]([O:5][C:6]([N:8]1[CH2:13][CH2:12][CH2:11][C@H:10]([CH2:14][NH:15][C:16]([C@H:18]2[CH2:22][CH2:21][CH2:20][N:19]2[C:23]([C@@H:25]2[CH2:29][C@@H:28]([O:30][C:31]([CH3:34])([CH3:33])[CH3:32])[CH2:27][N:26]2[C:35](=[O:62])[CH2:36][C:37]([C:54]2[CH:59]=[CH:58][C:57]([CH:60]=[CH2:61])=[CH:56][CH:55]=2)([C:46]2[CH:51]=[CH:50][C:49]([CH:52]=[CH2:53])=[CH:48][CH:47]=2)[C:38]2[CH:43]=[CH:42][C:41]([CH:44]=[CH2:45])=[CH:40][CH:39]=2)=[O:24])=[O:17])[CH2:9]1)=[O:7])([CH3:4])([CH3:3])[CH3:2]. (3) Given the product [F:1][C:2]1[CH:7]=[CH:6][C:5]([C:8]#[C:9][C:10]2[CH:11]=[CH:12][C:13]([N:16]3[CH2:17][CH2:18][N:19]([S:22]([CH2:25][CH:26]([NH:36][OH:37])[CH2:27][CH2:28][CH2:29][C:30]4[N:35]=[CH:34][CH:33]=[CH:32][N:31]=4)(=[O:24])=[O:23])[CH2:20][CH2:21]3)=[N:14][CH:15]=2)=[CH:4][CH:3]=1, predict the reactants needed to synthesize it. The reactants are: [F:1][C:2]1[CH:7]=[CH:6][C:5]([C:8]#[C:9][C:10]2[CH:11]=[CH:12][C:13]([N:16]3[CH2:21][CH2:20][N:19]([S:22]([CH:25]=[CH:26][CH2:27][CH2:28][CH2:29][C:30]4[N:35]=[CH:34][CH:33]=[CH:32][N:31]=4)(=[O:24])=[O:23])[CH2:18][CH2:17]3)=[N:14][CH:15]=2)=[CH:4][CH:3]=1.[NH2:36][OH:37]. (4) Given the product [NH2:3][C:4]1[S:5][CH:6]=[C:7]([CH2:9][C:10]([NH:12][C:13]2[CH:18]=[CH:17][C:16]([NH:19][C:20]([C:22]3[C:23]([C:28]4[CH:29]=[CH:30][C:31]([C:34]([F:37])([F:35])[F:36])=[CH:32][CH:33]=4)=[CH:24][CH:25]=[CH:26][CH:27]=3)=[O:21])=[CH:15][CH:14]=2)=[O:11])[N:8]=1, predict the reactants needed to synthesize it. The reactants are: C([NH:3][C:4]1[S:5][CH:6]=[C:7]([CH2:9][C:10]([NH:12][C:13]2[CH:18]=[CH:17][C:16]([NH:19][C:20]([C:22]3[C:23]([C:28]4[CH:33]=[CH:32][C:31]([C:34]([F:37])([F:36])[F:35])=[CH:30][CH:29]=4)=[CH:24][CH:25]=[CH:26][CH:27]=3)=[O:21])=[CH:15][CH:14]=2)=[O:11])[N:8]=1)=O.Cl.C(OCC)(=O)C.C(=O)([O-])[O-].[K+].[K+].